This data is from Antibody paratope prediction from SAbDab with 1,023 antibody chains. The task is: Token-level Classification. Given an antibody amino acid sequence, predict which amino acid positions are active in antigen binding. Output is a list of indices for active paratope positions. (1) Given the antibody sequence: QSELTQPRSVSGSPGQSVTISCTGTSRDVGGYNYVSWYQQHPGKAPKLIIHDVIIRPSGVPDRFSGSKSGNTASLTISGLQAEDEAHYYCWSFAGSYYVFGTGTDVTVL, which amino acid positions are active in antigen binding (paratope)? The paratope positions are: [29, 30, 31]. (2) Given the antibody sequence: AVVTQESALTTSPGETVTLTCRSSTGAVTTSNYASWVQEKPDHLFTGLIGGTNNRAPGVPARFSGSLIGDKAALTITGAQTEDEAIYFCALWYSNHWVFGGGTKLTVL, which amino acid positions are active in antigen binding (paratope)? The paratope positions are: [28, 29, 30]. (3) The paratope positions are: [52, 83, 84, 85, 104, 105, 106, 107, 108, 109]. Given the antibody sequence: EVQLQQSGAELVKPGASVKLSCTASGFNIKDTYLHWVKQRPEHGLEWIGRIDPANGNAKYDPKFQDKATITADTSSNTAYLQLNSLTSEDTAVYYCSNRQLGLRGYYYAMDYWGQGTSVSVSS, which amino acid positions are active in antigen binding (paratope)? (4) Given the antibody sequence: EVQLQESGPSLVKPSQTLSLTCSVTGDSITSGYWNWIRKFPGNKLEYMGYISYGGSTYYNPSLESRISITRDTSKNQYYLQLNSVTTEDTATYFCARLFGSYYFDYWGQGTTLTVSS, which amino acid positions are active in antigen binding (paratope)? The paratope positions are: [52, 82, 83, 84, 103]. (5) The paratope positions are: [52, 83, 84, 85, 104, 105, 106]. Given the antibody sequence: EVQLVESGGGLVQPGGSLRLSCAASGFNIKDTYIHWVRQAPGKGLEWVARIYPTNGYTRYADSVKGRFTISADTSKNTAYLQMNSLRAEDTAVYYCSRWGGDGFYAMDYWGQGTLVTVSS, which amino acid positions are active in antigen binding (paratope)? (6) Given the antibody sequence: EVQLVQSGTQMKEPGASVTISCVTSGYEFVEILINWVRQVPGRGLEWMGWMNPRGGGVNYARQFQGKVTMTRDVYRDTAYLTLSGLTSGDTAKYFCVRGRSCCGGRRHCNGADCFNWDFQHWGQGTLVIVS, which amino acid positions are active in antigen binding (paratope)? The paratope positions are: [52, 83, 84, 85, 104, 105, 106, 107, 108, 109, 110, 111, 112, 113, 114, 115, 116, 117, 118]. (7) Given the antibody sequence: DIVMTQSPDSLAVSLGERVTMNCKSSQSVLYSSNQKNYLAWYQQKPGQSPKLLIYWASTRESGVPDRFSGSGSGTDFTLTISSVQAEDLAVYYCHQYLSSYTFGGGTKLEIK, which amino acid positions are active in antigen binding (paratope)? The paratope positions are: [30, 31, 32, 33, 34, 35]. (8) Given the antibody sequence: QVRLAQYGGGVKRLGATMTLSCVASGYTFNDYYIHWVRQAPGQGFELLGYIDPANGRPDYAGALRERLSFYRDKSMETLYMDLRSLRYDDTAMYYCVRNVGTAGSLLHYDHWGSGSPVIVSS, which amino acid positions are active in antigen binding (paratope)? The paratope positions are: [52, 83, 84, 85, 104, 105, 106, 107, 108]. (9) Given the antibody sequence: EVKLQESGGGLVQPGRSLKLSCAASGFTFSDSYLAWVRQAPTKGLEWVASITNSGGRFYYRDSVKGRFTISRDNAKSTLYLQMDSLRSEDTATYYCTRMDYWGQGTTVTVSS, which amino acid positions are active in antigen binding (paratope)? The paratope positions are: [52, 83, 84, 85].